From a dataset of Full USPTO retrosynthesis dataset with 1.9M reactions from patents (1976-2016). Predict the reactants needed to synthesize the given product. (1) Given the product [C:1]([O:5][CH2:6][C@H:7]([NH:11][C:12](=[O:34])[C:13]1[CH:18]=[CH:17][C:16]([O:19][CH3:20])=[C:15](/[CH:21]=[CH:22]/[C:23]2[CH:24]=[CH:25][C:26]([O:29][C:30]([F:31])([F:32])[F:33])=[CH:27][CH:28]=2)[CH:14]=1)[C:8](=[O:9])[NH:38][CH2:37][CH2:36][OH:35])([CH3:4])([CH3:2])[CH3:3], predict the reactants needed to synthesize it. The reactants are: [C:1]([O:5][CH2:6][C@H:7]([NH:11][C:12](=[O:34])[C:13]1[CH:18]=[CH:17][C:16]([O:19][CH3:20])=[C:15](/[CH:21]=[CH:22]/[C:23]2[CH:28]=[CH:27][C:26]([O:29][C:30]([F:33])([F:32])[F:31])=[CH:25][CH:24]=2)[CH:14]=1)[C:8](O)=[O:9])([CH3:4])([CH3:3])[CH3:2].[OH:35][CH2:36][CH2:37][NH2:38].O.N1(O)C2C=CC=CC=2N=N1.Cl.CN(C)CCCN=C=NCC. (2) The reactants are: C(O[C:6](=O)[NH:7][C@@H:8]([CH2:28][CH2:29][CH2:30][CH2:31][OH:32])[CH2:9][O:10][Si:11]([C:24]([CH3:27])([CH3:26])[CH3:25])([C:18]1[CH:23]=[CH:22][CH:21]=[CH:20][CH:19]=1)[C:12]1[CH:17]=[CH:16][CH:15]=[CH:14][CH:13]=1)(C)(C)C.Cl.C(=O)[CH2:36][CH:37]([CH3:39])[CH3:38].C(O)(=O)C.C([BH3-])#N.[Na+]. Given the product [Si:11]([O:10][CH2:9][C@@H:8]([NH:7][CH2:6][CH2:36][CH:37]([CH3:39])[CH3:38])[CH2:28][CH2:29][CH2:30][CH2:31][OH:32])([C:24]([CH3:26])([CH3:27])[CH3:25])([C:12]1[CH:17]=[CH:16][CH:15]=[CH:14][CH:13]=1)[C:18]1[CH:23]=[CH:22][CH:21]=[CH:20][CH:19]=1, predict the reactants needed to synthesize it. (3) Given the product [C:22]([NH:25][C@H:26]([C:31]([OH:33])=[O:32])[CH2:27][CH:28]([CH3:29])[CH3:30])(=[O:24])[CH3:23].[CH2:1]([O:3][C:4]1[CH:5]=[C:6]([C@H:12]([NH2:18])[CH2:13][S:14]([CH3:17])(=[O:16])=[O:15])[CH:7]=[CH:8][C:9]=1[O:10][CH3:11])[CH3:2], predict the reactants needed to synthesize it. The reactants are: [CH2:1]([O:3][C:4]1[CH:5]=[C:6]([CH:12]([NH2:18])[CH2:13][S:14]([CH3:17])(=[O:16])=[O:15])[CH:7]=[CH:8][C:9]=1[O:10][CH3:11])[CH3:2].CCN.[C:22]([NH:25][C@H:26]([C:31]([OH:33])=[O:32])[CH2:27][CH:28]([CH3:30])[CH3:29])(=[O:24])[CH3:23]. (4) Given the product [CH3:1][O:2]/[N:3]=[C:4](/[C:15]1[CH:20]=[CH:19][CH:18]=[CH:17][C:16]=1[CH3:21])\[CH2:5][O:6][C:7]1[CH:14]=[CH:13][C:10]([CH2:11][NH:22][C:23]2[CH:24]=[CH:25][C:26]([CH2:29][CH2:30][C:31]([OH:33])=[O:32])=[CH:27][CH:28]=2)=[CH:9][CH:8]=1, predict the reactants needed to synthesize it. The reactants are: [CH3:1][O:2]/[N:3]=[C:4](/[C:15]1[CH:20]=[CH:19][CH:18]=[CH:17][C:16]=1[CH3:21])\[CH2:5][O:6][C:7]1[CH:14]=[CH:13][C:10]([CH:11]=O)=[CH:9][CH:8]=1.[NH2:22][C:23]1[CH:28]=[CH:27][C:26]([CH2:29][CH2:30][C:31]([OH:33])=[O:32])=[CH:25][CH:24]=1.